From a dataset of Forward reaction prediction with 1.9M reactions from USPTO patents (1976-2016). Predict the product of the given reaction. (1) Given the reactants Br[C:2]1[N:6]2[CH:7]=[CH:8][C:9]([C:11]([OH:14])([CH3:13])[CH3:12])=[N:10][C:5]2=[N:4][CH:3]=1.CC1(C)C(C)(C)OB([C:23]2[C:24]([F:39])=[C:25]([C:30]3[C:31]([C:37]#[N:38])=[CH:32][C:33]([F:36])=[CH:34][CH:35]=3)[C:26]([F:29])=[CH:27][CH:28]=2)O1, predict the reaction product. The product is: [OH:14][C:11]([C:9]1[CH:8]=[CH:7][N:6]2[C:2]([C:27]3[C:26]([F:29])=[C:25]([C:30]4[C:31]([C:37]#[N:38])=[CH:32][C:33]([F:36])=[CH:34][CH:35]=4)[C:24]([F:39])=[CH:23][CH:28]=3)=[CH:3][N:4]=[C:5]2[N:10]=1)([CH3:13])[CH3:12]. (2) Given the reactants Cl.Cl.[CH3:3][N:4]([CH3:39])[CH2:5][CH2:6][N:7]([CH2:28][C:29]1C=[CH:33][CH:32]=[CH:31][C:30]=1C(F)(F)F)[C:8]([CH2:10][N:11]([C:18]1[CH:19]=[CH:20][CH:21]=[C:22]2[C:27]=1[CH2:26][NH:25][CH2:24][CH2:23]2)C(=O)C(F)(F)F)=[O:9].FC(F)(F)S(O[CH2:46][C:47]([F:50])([F:49])[F:48])(=O)=O.C([O-])([O-])=O.[K+].[K+].C(Cl)Cl, predict the reaction product. The product is: [CH3:39][N:4]([CH3:3])[CH2:5][CH2:6][N:7]([CH2:28][C:29]1[CH:30]=[CH:31][CH:32]=[CH:33][C:46]=1[C:47]([F:48])([F:49])[F:50])[C:8](=[O:9])[CH2:10][NH:11][C:18]1[CH:19]=[CH:20][CH:21]=[C:22]2[C:27]=1[CH2:26][N:25]([CH2:46][C:47]([F:50])([F:49])[F:48])[CH2:24][CH2:23]2. (3) Given the reactants [N+:1]([C:4]1[CH:5]=[C:6]2[C:10](=[CH:11][CH:12]=1)[NH:9][CH:8]=[CH:7]2)([O-:3])=[O:2].Br[C:14]1[CH:15]=[N:16][CH:17]=[CH:18][CH:19]=1.C(=O)([O-])[O-].[K+].[K+], predict the reaction product. The product is: [N+:1]([C:4]1[CH:5]=[C:6]2[C:10](=[CH:11][CH:12]=1)[N:9]([C:14]1[CH:15]=[N:16][CH:17]=[CH:18][CH:19]=1)[CH:8]=[CH:7]2)([O-:3])=[O:2]. (4) Given the reactants [C:1](Cl)(=[O:5])[CH:2]([CH3:4])[CH3:3].[N-:7]=[C:8]=[S:9].[NH4+].[NH2:11][C:12]1[CH:13]=[CH:14][C:15]([CH3:31])=[C:16]([C:18]2[C:19](=[O:30])[N:20]([CH3:29])[C:21]3[C:26]([CH:27]=2)=[CH:25][N:24]=[C:23]([CH3:28])[CH:22]=3)[CH:17]=1, predict the reaction product. The product is: [CH3:29][N:20]1[C:21]2[C:26](=[CH:25][N:24]=[C:23]([CH3:28])[CH:22]=2)[CH:27]=[C:18]([C:16]2[CH:17]=[C:12]([NH:11][C:8]([NH:7][C:1](=[O:5])[CH:2]([CH3:4])[CH3:3])=[S:9])[CH:13]=[CH:14][C:15]=2[CH3:31])[C:19]1=[O:30]. (5) Given the reactants [NH2:1][C:2]1[CH:7]=[CH:6][CH:5]=[CH:4][C:3]=1[NH:8][C:9](=[O:27])[C:10]1[CH:15]=[CH:14][C:13]([CH2:16][NH:17][C:18]2[CH:23]=[CH:22][C:21]([O:24][CH3:25])=[C:20]([OH:26])[CH:19]=2)=[CH:12][CH:11]=1.Br[CH2:29][CH2:30][CH2:31][N:32]1[C:40](=[O:41])[C:39]2[C:34](=[CH:35][CH:36]=[CH:37][CH:38]=2)[C:33]1=[O:42].C([O-])([O-])=O.[K+].[K+], predict the reaction product. The product is: [NH2:1][C:2]1[CH:7]=[CH:6][CH:5]=[CH:4][C:3]=1[NH:8][C:9](=[O:27])[C:10]1[CH:11]=[CH:12][C:13]([CH2:16][NH:17][C:18]2[CH:23]=[CH:22][C:21]([O:24][CH3:25])=[C:20]([O:26][CH2:29][CH2:30][CH2:31][N:32]3[C:40](=[O:41])[C:39]4[C:34](=[CH:35][CH:36]=[CH:37][CH:38]=4)[C:33]3=[O:42])[CH:19]=2)=[CH:14][CH:15]=1.